Dataset: Forward reaction prediction with 1.9M reactions from USPTO patents (1976-2016). Task: Predict the product of the given reaction. Given the reactants [Cl:1][C:2]1[CH:3]=[C:4]([C@@H:8]([OH:36])[CH2:9][NH:10][CH2:11][CH2:12][C:13]2[CH:18]=[CH:17][C:16]([S:19]([C:22]3[CH:23]=[CH:24][C:25]([O:32][CH2:33][CH2:34][OH:35])=[C:26]([CH:31]=3)[C:27]([O:29]C)=[O:28])(=[O:21])=[O:20])=[CH:15][CH:14]=2)[CH:5]=[CH:6][CH:7]=1.[OH-].[Na+:38], predict the reaction product. The product is: [Cl:1][C:2]1[CH:3]=[C:4]([C@@H:8]([OH:36])[CH2:9][NH:10][CH2:11][CH2:12][C:13]2[CH:14]=[CH:15][C:16]([S:19]([C:22]3[CH:23]=[CH:24][C:25]([O:32][CH2:33][CH2:34][OH:35])=[C:26]([CH:31]=3)[C:27]([O-:29])=[O:28])(=[O:21])=[O:20])=[CH:17][CH:18]=2)[CH:5]=[CH:6][CH:7]=1.[Na+:38].